From a dataset of Forward reaction prediction with 1.9M reactions from USPTO patents (1976-2016). Predict the product of the given reaction. (1) Given the reactants FC(F)(F)C(O)=O.[OH:8][CH:9]1[CH2:14][CH2:13][CH2:12][N:11]([C:15]2[CH:24]=[C:23]3[C:18]([CH:19]=[C:20]([C:26]4[CH:31]=[CH:30][CH:29]=[CH:28][C:27]=4[N:32]4[CH2:37][CH2:36][N:35](C(OC(C)(C)C)=O)[CH2:34][CH2:33]4)[NH:21][C:22]3=[O:25])=[CH:17][CH:16]=2)[CH2:10]1, predict the reaction product. The product is: [OH:8][CH:9]1[CH2:14][CH2:13][CH2:12][N:11]([C:15]2[CH:24]=[C:23]3[C:18]([CH:19]=[C:20]([C:26]4[CH:31]=[CH:30][CH:29]=[CH:28][C:27]=4[N:32]4[CH2:37][CH2:36][NH:35][CH2:34][CH2:33]4)[NH:21][C:22]3=[O:25])=[CH:17][CH:16]=2)[CH2:10]1. (2) Given the reactants Cl.[CH3:2][N:3]1[CH2:7][CH2:6][C:5]2([CH2:12][CH2:11][CH2:10][NH:9][CH2:8]2)[C:4]1=[O:13].C(N(CC)CC)C.[F:21][C:22]([F:34])([F:33])[C:23]1[CH:28]=[CH:27][C:26]([S:29](Cl)(=[O:31])=[O:30])=[CH:25][CH:24]=1, predict the reaction product. The product is: [CH3:2][N:3]1[CH2:7][CH2:6][C:5]2([CH2:12][CH2:11][CH2:10][N:9]([S:29]([C:26]3[CH:25]=[CH:24][C:23]([C:22]([F:21])([F:33])[F:34])=[CH:28][CH:27]=3)(=[O:31])=[O:30])[CH2:8]2)[C:4]1=[O:13].